Dataset: Catalyst prediction with 721,799 reactions and 888 catalyst types from USPTO. Task: Predict which catalyst facilitates the given reaction. (1) Reactant: I([O-])(=O)(=O)=O.[Na+].[F:7][C:8]1[C:13]([F:14])=[CH:12][CH:11]=[CH:10][C:9]=1[C@H:15]1[CH2:21][N:20]([CH2:22][CH2:23][S:24][CH3:25])[C:19](=[O:26])[C@H:18]([NH:27][C:28](=[O:34])[O:29][C:30]([CH3:33])([CH3:32])[CH3:31])[CH2:17][CH2:16]1.C(=O)([O-])[O-:36].[Na+].[Na+]. Product: [F:7][C:8]1[C:13]([F:14])=[CH:12][CH:11]=[CH:10][C:9]=1[C@H:15]1[CH2:21][N:20]([CH2:22][CH2:23][S:24]([CH3:25])=[O:36])[C:19](=[O:26])[C@H:18]([NH:27][C:28](=[O:34])[O:29][C:30]([CH3:31])([CH3:33])[CH3:32])[CH2:17][CH2:16]1. The catalyst class is: 24. (2) Reactant: C(N(CC)C(C)C)(C)C.Cl.[C:11]([N:15]1[CH2:19][C@@H:18]([C:20]2[CH:25]=[CH:24][C:23]([F:26])=[CH:22][C:21]=2[F:27])[C@H:17]([C:28](O)=[O:29])[CH2:16]1)([CH3:14])([CH3:13])[CH3:12].[Cl:31][C:32]1[CH:33]=[CH:34][C:35]([C:44]2[CH2:45][CH2:46][NH:47][CH2:48][CH:49]=2)=[C:36]([CH:38]([CH3:43])[C:39]([O:41][CH3:42])=[O:40])[CH:37]=1.ON1C2N=CC=CC=2N=N1.C(=O)(O)[O-].[Na+]. Product: [C:11]([N:15]1[CH2:19][C@@H:18]([C:20]2[CH:25]=[CH:24][C:23]([F:26])=[CH:22][C:21]=2[F:27])[C@H:17]([C:28]([N:47]2[CH2:46][CH:45]=[C:44]([C:35]3[CH:34]=[CH:33][C:32]([Cl:31])=[CH:37][C:36]=3[CH:38]([CH3:43])[C:39]([O:41][CH3:42])=[O:40])[CH2:49][CH2:48]2)=[O:29])[CH2:16]1)([CH3:12])([CH3:14])[CH3:13]. The catalyst class is: 9. (3) Product: [F:30][C:31]1[CH:32]=[N:33][C:34]2[C:39]([CH:40]=1)=[CH:38][CH:37]=[C:36]([O:41][C:2]1[C:11]3[C:6](=[CH:7][C:8]([O:14][CH2:15][CH2:16][CH2:17][N:18]4[CH2:23][CH2:22][CH2:21][CH2:20][CH2:19]4)=[C:9]([O:12][CH3:13])[CH:10]=3)[N:5]=[CH:4][N:3]=1)[CH:35]=2. The catalyst class is: 3. Reactant: Cl[C:2]1[C:11]2[C:6](=[CH:7][C:8]([O:14][CH2:15][CH2:16][CH2:17][N:18]3[CH2:23][CH2:22][CH2:21][CH2:20][CH2:19]3)=[C:9]([O:12][CH3:13])[CH:10]=2)[N:5]=[CH:4][N:3]=1.C(=O)([O-])[O-].[K+].[K+].[F:30][C:31]1[CH:32]=[N:33][C:34]2[C:39]([CH:40]=1)=[CH:38][CH:37]=[C:36]([OH:41])[CH:35]=2. (4) Reactant: [Cl:1][C:2]1[CH:3]=[C:4]([NH:19][C:20]2[C:30]3[CH:29]=[C:28]([C:31]([OH:33])=O)[CH2:27][CH2:26][NH:25][C:24]=3[N:23]=[CH:22][N:21]=2)[CH:5]=[CH:6][C:7]=1[O:8][C:9]1[CH:14]=[CH:13][CH:12]=[C:11]([C:15]([F:18])([F:17])[F:16])[CH:10]=1.Cl.[CH3:35][S:36]([CH2:39][CH2:40][CH2:41][NH2:42])(=[O:38])=[O:37].Cl.C(N=C=NCCCN(C)C)C.O.ON1C2C=CC=CC=2N=N1. Product: [Cl:1][C:2]1[CH:3]=[C:4]([NH:19][C:20]2[C:30]3[CH:29]=[C:28]([C:31]([NH:42][CH2:41][CH2:40][CH2:39][S:36]([CH3:35])(=[O:38])=[O:37])=[O:33])[CH2:27][CH2:26][NH:25][C:24]=3[N:23]=[CH:22][N:21]=2)[CH:5]=[CH:6][C:7]=1[O:8][C:9]1[CH:14]=[CH:13][CH:12]=[C:11]([C:15]([F:18])([F:16])[F:17])[CH:10]=1. The catalyst class is: 289. (5) The catalyst class is: 2. Reactant: [O:1]=[O+][O-].[CH:4]([CH:7]([CH:18]=C)[C:8]([O:10][CH2:11][C:12]1[CH:17]=[CH:16][CH:15]=[CH:14][CH:13]=1)=[O:9])([CH3:6])[CH3:5].CSC. Product: [CH:18]([CH:7]([CH:4]([CH3:6])[CH3:5])[C:8]([O:10][CH2:11][C:12]1[CH:17]=[CH:16][CH:15]=[CH:14][CH:13]=1)=[O:9])=[O:1].